From a dataset of Peptide-MHC class II binding affinity with 134,281 pairs from IEDB. Regression. Given a peptide amino acid sequence and an MHC pseudo amino acid sequence, predict their binding affinity value. This is MHC class II binding data. (1) The peptide sequence is FLFQRAVAREAIIAL. The MHC is DRB1_0101 with pseudo-sequence DRB1_0101. The binding affinity (normalized) is 1.00. (2) The MHC is DRB5_0101 with pseudo-sequence DRB5_0101. The binding affinity (normalized) is 0.722. The peptide sequence is LIKTLQSKLSRNFTK. (3) The binding affinity (normalized) is 0.772. The peptide sequence is EKKYFAATQFFPLAA. The MHC is HLA-DPA10201-DPB10501 with pseudo-sequence HLA-DPA10201-DPB10501. (4) The peptide sequence is SLPFGWLVIGVAFLA. The MHC is DRB1_0101 with pseudo-sequence DRB1_0101. The binding affinity (normalized) is 0.282.